This data is from NCI-60 drug combinations with 297,098 pairs across 59 cell lines. The task is: Regression. Given two drug SMILES strings and cell line genomic features, predict the synergy score measuring deviation from expected non-interaction effect. (1) Cell line: SN12C. Drug 1: CS(=O)(=O)CCNCC1=CC=C(O1)C2=CC3=C(C=C2)N=CN=C3NC4=CC(=C(C=C4)OCC5=CC(=CC=C5)F)Cl. Drug 2: C1CN(CCN1C(=O)CCBr)C(=O)CCBr. Synergy scores: CSS=40.3, Synergy_ZIP=-9.93, Synergy_Bliss=0.399, Synergy_Loewe=4.67, Synergy_HSA=5.53. (2) Drug 1: CC1C(C(CC(O1)OC2CC(OC(C2O)C)OC3=CC4=CC5=C(C(=O)C(C(C5)C(C(=O)C(C(C)O)O)OC)OC6CC(C(C(O6)C)O)OC7CC(C(C(O7)C)O)OC8CC(C(C(O8)C)O)(C)O)C(=C4C(=C3C)O)O)O)O. Drug 2: CC(C)(C#N)C1=CC(=CC(=C1)CN2C=NC=N2)C(C)(C)C#N. Cell line: SF-268. Synergy scores: CSS=24.2, Synergy_ZIP=2.36, Synergy_Bliss=2.61, Synergy_Loewe=-0.489, Synergy_HSA=-0.887. (3) Drug 1: C1=NC2=C(N=C(N=C2N1C3C(C(C(O3)CO)O)O)F)N. Drug 2: CC(C)CN1C=NC2=C1C3=CC=CC=C3N=C2N. Cell line: HOP-92. Synergy scores: CSS=10.2, Synergy_ZIP=-5.55, Synergy_Bliss=-0.627, Synergy_Loewe=-3.65, Synergy_HSA=-3.25. (4) Drug 1: C1=NC2=C(N1)C(=S)N=C(N2)N. Drug 2: COCCOC1=C(C=C2C(=C1)C(=NC=N2)NC3=CC=CC(=C3)C#C)OCCOC.Cl. Cell line: BT-549. Synergy scores: CSS=10.6, Synergy_ZIP=-2.43, Synergy_Bliss=2.96, Synergy_Loewe=-5.72, Synergy_HSA=2.00. (5) Drug 1: C1=NC2=C(N=C(N=C2N1C3C(C(C(O3)CO)O)F)Cl)N. Drug 2: CC1=C2C(C(=O)C3(C(CC4C(C3C(C(C2(C)C)(CC1OC(=O)C(C(C5=CC=CC=C5)NC(=O)OC(C)(C)C)O)O)OC(=O)C6=CC=CC=C6)(CO4)OC(=O)C)O)C)O. Cell line: CCRF-CEM. Synergy scores: CSS=41.7, Synergy_ZIP=-0.314, Synergy_Bliss=-0.350, Synergy_Loewe=-14.0, Synergy_HSA=-0.782.